From a dataset of Forward reaction prediction with 1.9M reactions from USPTO patents (1976-2016). Predict the product of the given reaction. (1) The product is: [Cl:1][C:2]1[CH:3]=[C:4]([C:12]2([C:30]([F:31])([F:32])[F:33])[O:16][N:15]=[C:14]([C:17]3[C:26]4[C:21](=[CH:22][CH:23]=[CH:24][CH:25]=4)[C:20]([C:27]([N:73]4[CH2:74][C:75](=[O:76])[N:71]([CH2:70][CH2:69][C:68]([F:67])([F:77])[F:78])[CH2:72]4)=[O:28])=[CH:19][CH:18]=3)[CH2:13]2)[CH:5]=[C:6]([C:8]([F:9])([F:10])[F:11])[CH:7]=1. Given the reactants [Cl:1][C:2]1[CH:3]=[C:4]([C:12]2([C:30]([F:33])([F:32])[F:31])[O:16][N:15]=[C:14]([C:17]3[C:26]4[C:21](=[CH:22][CH:23]=[CH:24][CH:25]=4)[C:20]([C:27](O)=[O:28])=[CH:19][CH:18]=3)[CH2:13]2)[CH:5]=[C:6]([C:8]([F:11])([F:10])[F:9])[CH:7]=1.CN(C(ON1N=NC2C=CC=NC1=2)=[N+](C)C)C.F[P-](F)(F)(F)(F)F.CCN(C(C)C)C(C)C.[F:67][C:68]([F:78])([F:77])[CH2:69][CH2:70][N:71]1[C:75](=[O:76])[CH2:74][NH:73][CH2:72]1, predict the reaction product. (2) Given the reactants [C:1]1([CH:8]=[CH:7][CH:6]=[C:4]([OH:5])[CH:3]=1)[OH:2].[CH2:9]=[O:10].[OH-].[Na+].[OH-].[K+], predict the reaction product. The product is: [C:1]1([CH:8]=[CH:7][CH:6]=[C:4]([OH:5])[CH:3]=1)[OH:2].[CH2:9]=[O:10].